Dataset: Forward reaction prediction with 1.9M reactions from USPTO patents (1976-2016). Task: Predict the product of the given reaction. (1) Given the reactants [CH3:1][C:2]1([CH3:31])[CH2:11][C:10]2[C:5](=[CH:6][CH:7]=[C:8]([C:12]([O:14]C)=[O:13])[CH:9]=2)[NH:4][CH:3]1[C:16]1[CH:21]=[CH:20][C:19]([NH:22][C:23](=[O:30])[C:24]2[CH:29]=[CH:28][CH:27]=[CH:26][N:25]=2)=[CH:18][CH:17]=1.[OH-].[Na+], predict the reaction product. The product is: [CH3:1][C:2]1([CH3:31])[CH2:11][C:10]2[C:5](=[CH:6][CH:7]=[C:8]([C:12]([OH:14])=[O:13])[CH:9]=2)[NH:4][CH:3]1[C:16]1[CH:21]=[CH:20][C:19]([NH:22][C:23](=[O:30])[C:24]2[CH:29]=[CH:28][CH:27]=[CH:26][N:25]=2)=[CH:18][CH:17]=1. (2) Given the reactants [CH3:1][O:2][C:3](=[O:21])[CH2:4][S:5][C:6]1[C:11]([C:12]#[N:13])=[C:10]([C:14]2[CH:19]=[CH:18][CH:17]=[CH:16][CH:15]=2)[N:9]=[C:8]([NH2:20])[N:7]=1.C[O-].[Na+], predict the reaction product. The product is: [CH3:1][O:2][C:3]([C:4]1[S:5][C:6]2[N:7]=[C:8]([NH2:20])[N:9]=[C:10]([C:14]3[CH:19]=[CH:18][CH:17]=[CH:16][CH:15]=3)[C:11]=2[C:12]=1[NH2:13])=[O:21].